The task is: Predict the reaction yield, written as a fraction of the theoretical maximum amount of product (1.0 means a 100% yield; for example, 0.34 means a 34% yield).. This data is from Reaction yield outcomes from USPTO patents with 853,638 reactions. The reactants are [CH2:1]([O:8][C:9]([NH:11][C:12]1[C:13]([C:29](O)=[O:30])=[N:14][C:15]2[C:20]([CH:21]=1)=[CH:19][CH:18]=[C:17]([N:22]1[CH2:27][CH2:26][N:25]([CH3:28])[CH2:24][CH2:23]1)[CH:16]=2)=[O:10])[C:2]1[CH:7]=[CH:6][CH:5]=[CH:4][CH:3]=1.[NH2:32][C:33]1[CH:34]=[N:35][CH:36]=[CH:37][C:38]=1[N:39]1[CH2:44][C@H:43]([CH3:45])[C@H:42]([N:46]2[CH:50]=[CH:49][N:48]=[N:47]2)[C@H:41]([NH:51][C:52](=[O:58])[O:53][C:54]([CH3:57])([CH3:56])[CH3:55])[CH2:40]1.CN(C(ON1N=NC2C=CC=NC1=2)=[N+](C)C)C.F[P-](F)(F)(F)(F)F.CCN(C(C)C)C(C)C. The catalyst is CN(C=O)C.C1COCC1.CO.O. The product is [CH2:1]([O:8][C:9](=[O:10])[NH:11][C:12]1[C:13]([C:29]([NH:32][C:33]2[CH:34]=[N:35][CH:36]=[CH:37][C:38]=2[N:39]2[CH2:44][C@H:43]([CH3:45])[C@H:42]([N:46]3[CH:50]=[CH:49][N:48]=[N:47]3)[C@H:41]([NH:51][C:52]([O:53][C:54]([CH3:57])([CH3:56])[CH3:55])=[O:58])[CH2:40]2)=[O:30])=[N:14][C:15]2[C:20]([CH:21]=1)=[CH:19][CH:18]=[C:17]([N:22]1[CH2:27][CH2:26][N:25]([CH3:28])[CH2:24][CH2:23]1)[CH:16]=2)[C:2]1[CH:7]=[CH:6][CH:5]=[CH:4][CH:3]=1. The yield is 0.480.